From a dataset of Full USPTO retrosynthesis dataset with 1.9M reactions from patents (1976-2016). Predict the reactants needed to synthesize the given product. Given the product [O:30]=[C:26]1[CH2:25][C:24]2[C:28](=[CH:29][C:21]([C:19]([C:18]3[CH:17]=[C:16]([NH:15][C:8]([C:3]4[N:4]([CH3:7])[N:5]=[CH:6][C:2]=4[Cl:1])=[O:10])[CH:33]=[CH:32][CH:31]=3)=[O:20])=[CH:22][CH:23]=2)[NH:27]1, predict the reactants needed to synthesize it. The reactants are: [Cl:1][C:2]1[CH:6]=[N:5][N:4]([CH3:7])[C:3]=1[C:8]([OH:10])=O.S(Cl)(Cl)=O.[NH2:15][C:16]1[CH:17]=[C:18]([CH:31]=[CH:32][CH:33]=1)[C:19]([C:21]1[CH:29]=[C:28]2[C:24]([CH2:25][C:26](=[O:30])[NH:27]2)=[CH:23][CH:22]=1)=[O:20].